From a dataset of Forward reaction prediction with 1.9M reactions from USPTO patents (1976-2016). Predict the product of the given reaction. (1) Given the reactants [CH3:1][NH:2][C:3]1[CH:8]=[CH:7][CH:6]=[C:5]([S:9]([N:12]2[C:21]3[C:16](=[CH:17][CH:18]=[CH:19][CH:20]=3)[CH2:15][CH2:14][CH2:13]2)(=[O:11])=[O:10])[CH:4]=1.[NH2:22][C:23]1[C:31]([N+:32]([O-:34])=[O:33])=[CH:30][CH:29]=[CH:28][C:24]=1[C:25](O)=[O:26].CC(C)([O-:38])C.[K+].ClC(Cl)(OC(=O)OC(Cl)(Cl)Cl)Cl.C(O)C(N)(CO)CO, predict the reaction product. The product is: [N:12]1([S:9]([C:5]2[CH:4]=[C:3]([N:2]3[C:25](=[O:26])[C:24]4[C:23](=[C:31]([N+:32]([O-:34])=[O:33])[CH:30]=[CH:29][CH:28]=4)[NH:22][C:1]3=[O:38])[CH:8]=[CH:7][CH:6]=2)(=[O:10])=[O:11])[C:21]2[C:16](=[CH:17][CH:18]=[CH:19][CH:20]=2)[CH2:15][CH2:14][CH2:13]1. (2) Given the reactants [ClH:1].[NH2:2][C:3]1[CH:4]=[CH:5][C:6]([S:19]([C:22]([CH3:25])([CH3:24])[CH3:23])(=[O:21])=[O:20])=[C:7]([CH:18]=1)[CH2:8][N:9](C)[C:10](=O)OC(C)(C)C, predict the reaction product. The product is: [ClH:1].[C:22]([S:19]([C:6]1[CH:5]=[CH:4][C:3]([NH2:2])=[CH:18][C:7]=1[CH2:8][NH:9][CH3:10])(=[O:21])=[O:20])([CH3:25])([CH3:24])[CH3:23]. (3) Given the reactants Br[CH2:2][C:3]1[CH:8]=[CH:7][CH:6]=[C:5]([N+:9]([O-:11])=[O:10])[C:4]=1[F:12].[NH:13]1[CH2:17][CH2:16][CH2:15][CH2:14]1.C(N(CC)CC)C, predict the reaction product. The product is: [F:12][C:4]1[C:5]([N+:9]([O-:11])=[O:10])=[CH:6][CH:7]=[CH:8][C:3]=1[CH2:2][N:13]1[CH2:17][CH2:16][CH2:15][CH2:14]1.